From a dataset of Forward reaction prediction with 1.9M reactions from USPTO patents (1976-2016). Predict the product of the given reaction. (1) Given the reactants [NH2:1][C:2]1[N:7]([C:8]2[CH:13]=[CH:12][CH:11]=[C:10]([Cl:14])[CH:9]=2)[C:6](=[S:15])[NH:5][C:4](=[O:16])[CH:3]=1.[N:17]([O-])=[O:18].[Na+], predict the reaction product. The product is: [NH2:1][C:2]1[N:7]([C:8]2[CH:13]=[CH:12][CH:11]=[C:10]([Cl:14])[CH:9]=2)[C:6](=[S:15])[NH:5][C:4](=[O:16])[C:3]=1[N:17]=[O:18]. (2) Given the reactants [K+].[Br-].Cl[C:4]1[C:5](=[O:10])[NH:6][CH:7]=[CH:8][CH:9]=1.ClC1C=[C:14]([C@H:18]([OH:21])[CH2:19]N)C=CC=1.[Br:22][C:23]1C=C([C@H](O)CNC2C=CNC(=O)C=2C2NC3C=C4C(C=NN4)=CC=3N=2)[CH:26]=[CH:27][C:28]=1OC.Cl.ClC1C=CN[C:58](=[O:62])C=1C1NC2C=C3C(C=NN3)=CC=2N=1.Cl.N[CH2:77][C@H](C1C=CC(OC)=C(Br)C=1)O.CN1CCOCC1, predict the reaction product. The product is: [C:18]([O:21][C:5](=[O:10])[NH:6][C@H:7]([CH2:58][OH:62])[CH2:8][C:9]1[CH:26]=[CH:27][CH:28]=[C:23]([Br:22])[CH:4]=1)([CH3:14])([CH3:19])[CH3:77]. (3) Given the reactants [OH:1][C:2]1[CH:7]=[CH:6][C:5]([C:8]([F:11])([F:10])[F:9])=[CH:4][CH:3]=1.[CH2:12](Br)[C:13]1[CH:18]=[CH:17][CH:16]=[CH:15][CH:14]=1.C(=O)([O-])[O-].[K+].[K+].C(OCC)C, predict the reaction product. The product is: [CH2:12]([O:1][C:2]1[CH:7]=[CH:6][C:5]([C:8]([F:9])([F:10])[F:11])=[CH:4][CH:3]=1)[C:13]1[CH:18]=[CH:17][CH:16]=[CH:15][CH:14]=1. (4) Given the reactants C(O[C:6]([N:8]1[CH2:12][C:11](=[N:13][O:14][CH2:15][C:16]2[CH:21]=[CH:20][C:19]([Cl:22])=[C:18]([Cl:23])[CH:17]=2)[CH2:10][C@H:9]1[C:24]([OH:26])=O)=[O:7])(C)(C)C.[C:27]1([C:36]2[CH:41]=[CH:40][CH:39]=[CH:38][CH:37]=2)[CH:32]=[CH:31][C:30](C(Cl)=O)=[CH:29][CH:28]=1.[N:42]1([C:47]2[CH:52]=[CH:51][CH:50]=[CH:49][C:48]=2[NH2:53])[CH:46]=[CH:45][CH:44]=[CH:43]1, predict the reaction product. The product is: [C:36]1([C:27]2[CH:28]=[CH:29][CH:30]=[CH:31][CH:32]=2)[CH:37]=[CH:38][C:39]([C:6]([N:8]2[CH2:12][C:11](=[N:13][O:14][CH2:15][C:16]3[CH:21]=[CH:20][C:19]([Cl:22])=[C:18]([Cl:23])[CH:17]=3)[CH2:10][C@H:9]2[C:24]([NH:53][C:48]2[CH:49]=[CH:50][CH:51]=[CH:52][C:47]=2[N:42]2[CH:46]=[CH:45][CH:44]=[CH:43]2)=[O:26])=[O:7])=[CH:40][CH:41]=1. (5) Given the reactants [Cl-].[Cl:2][C:3]1[CH:28]=[CH:27][CH:26]=[CH:25][C:4]=1[CH2:5][P+](C1C=CC=CC=1)(C1C=CC=CC=1)C1C=CC=CC=1.C([N-]C(C)C)(C)C.[Li+].[CH3:37][O:38][CH2:39][CH2:40][CH2:41][N:42]1[CH:46]=[CH:45][CH:44]=[C:43]1[CH:47]=O, predict the reaction product. The product is: [Cl:2][C:3]1[CH:28]=[CH:27][CH:26]=[CH:25][C:4]=1[CH:5]=[CH:47][C:43]1[N:42]([CH2:41][CH2:40][CH2:39][O:38][CH3:37])[CH:46]=[CH:45][CH:44]=1. (6) Given the reactants C([O:3][C:4](=[O:37])[CH2:5][O:6][C:7]1[CH:12]=[CH:11][C:10]([S:13][C:14]2[CH:19]=[C:18]([C:20]#[C:21][CH2:22][N:23]3[CH2:28][CH2:27][O:26][CH2:25][CH2:24]3)[CH:17]=[C:16]([O:29][CH2:30][CH:31]([CH2:34][CH3:35])[CH2:32][CH3:33])[CH:15]=2)=[CH:9][C:8]=1[CH3:36])C.[OH-].[Na+].Cl, predict the reaction product. The product is: [CH2:34]([CH:31]([CH2:32][CH3:33])[CH2:30][O:29][C:16]1[CH:15]=[C:14]([S:13][C:10]2[CH:11]=[CH:12][C:7]([O:6][CH2:5][C:4]([OH:37])=[O:3])=[C:8]([CH3:36])[CH:9]=2)[CH:19]=[C:18]([C:20]#[C:21][CH2:22][N:23]2[CH2:28][CH2:27][O:26][CH2:25][CH2:24]2)[CH:17]=1)[CH3:35]. (7) Given the reactants [C:1]([O-:4])([O-])=[O:2].[K+].[K+].[CH2:7]([N:9]([CH2:75][CH3:76])[C:10]1[CH:11]=[CH:12][C:13]([NH:36][C:37](=[O:74])[C:38]2[CH:43]=[CH:42][CH:41]=[C:40]([CH2:44][CH2:45][CH2:46][O:47][CH2:48][CH2:49][O:50][CH2:51][CH2:52][O:53][CH2:54][CH2:55][O:56][CH2:57][CH2:58][C:59]([N:61]3[CH2:66][CH2:65][N:64]([C:67]4[CH:72]=[CH:71][C:70]([OH:73])=[CH:69][CH:68]=4)[CH2:63][CH2:62]3)=[O:60])[CH:39]=2)=[C:14]([C:16]2[CH:17]=[C:18]([CH:33]=[CH:34][N:35]=2)[C:19]([NH:21][CH2:22][C:23]2[CH:28]=[CH:27][CH:26]=[C:25]([C:29]([F:32])([F:31])[F:30])[CH:24]=2)=[O:20])[CH:15]=1)[CH3:8].CC1C=CC(S(O[CH2:88][CH2:89][O:90][CH2:91][CH2:92][O:93][CH2:94][CH2:95][O:96][CH3:97])(=O)=O)=CC=1.O, predict the reaction product. The product is: [C:1]([OH:4])([C:29]([F:32])([F:31])[F:30])=[O:2].[CH2:75]([N:9]([CH2:7][CH3:8])[C:10]1[CH:11]=[CH:12][C:13]([NH:36][C:37](=[O:74])[C:38]2[CH:43]=[CH:42][CH:41]=[C:40]([CH2:44][CH2:45][CH2:46][O:47][CH2:48][CH2:49][O:50][CH2:51][CH2:52][O:53][CH2:54][CH2:55][O:56][CH2:57][CH2:58][C:59]([N:61]3[CH2:62][CH2:63][N:64]([C:67]4[CH:68]=[CH:69][C:70]([O:73][CH2:88][CH2:89][O:90][CH2:91][CH2:92][O:93][CH2:94][CH2:95][O:96][CH3:97])=[CH:71][CH:72]=4)[CH2:65][CH2:66]3)=[O:60])[CH:39]=2)=[C:14]([C:16]2[CH:17]=[C:18]([CH:33]=[CH:34][N:35]=2)[C:19]([NH:21][CH2:22][C:23]2[CH:28]=[CH:27][CH:26]=[C:25]([C:29]([F:30])([F:32])[F:31])[CH:24]=2)=[O:20])[CH:15]=1)[CH3:76]. (8) Given the reactants [CH3:1][NH:2][C:3]1[CH:21]=[CH:20][C:6]([C:7]([NH:9][C:10]2[CH:11]=[N:12][C:13]3[C:18]([CH:19]=2)=[CH:17][CH:16]=[CH:15][CH:14]=3)=[O:8])=[CH:5][CH:4]=1.[CH2:22]1[CH2:27][CH2:26][CH:25](C=O)[CH2:24][CH2:23]1.[C:30](O[BH-](OC(=O)C)OC(=O)C)(=O)C.C[N+](C)(C)C, predict the reaction product. The product is: [CH:22]1([CH2:1][N:2]([CH3:30])[C:3]2[CH:4]=[CH:5][C:6]([C:7]([NH:9][C:10]3[CH:11]=[N:12][C:13]4[C:18]([CH:19]=3)=[CH:17][CH:16]=[CH:15][CH:14]=4)=[O:8])=[CH:20][CH:21]=2)[CH2:27][CH2:26][CH2:25][CH2:24][CH2:23]1. (9) Given the reactants [CH:1]1([C:4]2[N:9]=[CH:8][C:7]([C:10]3[N:15]=[CH:14][N:13]=[C:12]([C:16]([OH:18])=[O:17])[CH:11]=3)=[CH:6][CH:5]=2)[CH2:3][CH2:2]1.[CH3:19]O.OS(O)(=O)=O, predict the reaction product. The product is: [CH:1]1([C:4]2[N:9]=[CH:8][C:7]([C:10]3[N:15]=[CH:14][N:13]=[C:12]([C:16]([O:18][CH3:19])=[O:17])[CH:11]=3)=[CH:6][CH:5]=2)[CH2:2][CH2:3]1.